From a dataset of NCI-60 drug combinations with 297,098 pairs across 59 cell lines. Regression. Given two drug SMILES strings and cell line genomic features, predict the synergy score measuring deviation from expected non-interaction effect. Drug 1: CC1=C2C(C(=O)C3(C(CC4C(C3C(C(C2(C)C)(CC1OC(=O)C(C(C5=CC=CC=C5)NC(=O)OC(C)(C)C)O)O)OC(=O)C6=CC=CC=C6)(CO4)OC(=O)C)O)C)O. Drug 2: CN(CCCl)CCCl.Cl. Cell line: ACHN. Synergy scores: CSS=24.9, Synergy_ZIP=0.956, Synergy_Bliss=2.19, Synergy_Loewe=0.931, Synergy_HSA=1.07.